From a dataset of NCI-60 drug combinations with 297,098 pairs across 59 cell lines. Regression. Given two drug SMILES strings and cell line genomic features, predict the synergy score measuring deviation from expected non-interaction effect. (1) Drug 1: C1=CN(C(=O)N=C1N)C2C(C(C(O2)CO)O)O.Cl. Drug 2: CN1C(=O)N2C=NC(=C2N=N1)C(=O)N. Cell line: DU-145. Synergy scores: CSS=12.6, Synergy_ZIP=-1.59, Synergy_Bliss=-0.698, Synergy_Loewe=-33.3, Synergy_HSA=-2.20. (2) Drug 1: C1=NC2=C(N1)C(=S)N=C(N2)N. Drug 2: C(CC(=O)O)C(=O)CN.Cl. Cell line: COLO 205. Synergy scores: CSS=32.5, Synergy_ZIP=-4.83, Synergy_Bliss=-5.40, Synergy_Loewe=-9.52, Synergy_HSA=-3.20. (3) Drug 1: COC1=C2C(=CC3=C1OC=C3)C=CC(=O)O2. Drug 2: CCC1(C2=C(COC1=O)C(=O)N3CC4=CC5=C(C=CC(=C5CN(C)C)O)N=C4C3=C2)O.Cl. Cell line: T-47D. Synergy scores: CSS=15.2, Synergy_ZIP=-12.6, Synergy_Bliss=-22.4, Synergy_Loewe=-20.0, Synergy_HSA=-19.9. (4) Drug 1: CC(C1=C(C=CC(=C1Cl)F)Cl)OC2=C(N=CC(=C2)C3=CN(N=C3)C4CCNCC4)N. Drug 2: COC1=C2C(=CC3=C1OC=C3)C=CC(=O)O2. Cell line: EKVX. Synergy scores: CSS=7.15, Synergy_ZIP=-1.02, Synergy_Bliss=2.85, Synergy_Loewe=-1.94, Synergy_HSA=2.24.